From a dataset of Catalyst prediction with 721,799 reactions and 888 catalyst types from USPTO. Predict which catalyst facilitates the given reaction. (1) Reactant: Cl.Cl.[C:3]1([C:20]2[CH:25]=[CH:24][CH:23]=[CH:22][CH:21]=2)[CH:8]=[CH:7][C:6]([NH:9][C:10]2[C:11]3[CH:18]=[C:17]([NH2:19])[S:16][C:12]=3[CH:13]=[N:14][CH:15]=2)=[CH:5][CH:4]=1.ClCCl.[F:29][C:30]([F:41])([F:40])[C:31](O[C:31](=[O:32])[C:30]([F:41])([F:40])[F:29])=[O:32]. Product: [C:3]1([C:20]2[CH:25]=[CH:24][CH:23]=[CH:22][CH:21]=2)[CH:8]=[CH:7][C:6]([NH:9][C:10]2[CH:15]=[N:14][CH:13]=[C:12]3[S:16][C:17]([NH:19][C:31](=[O:32])[C:30]([F:41])([F:40])[F:29])=[CH:18][C:11]=23)=[CH:5][CH:4]=1. The catalyst class is: 66. (2) Reactant: [CH2:1]([O:8][CH2:9][CH2:10][CH2:11][O:12][C:13]1[CH:14]=[N:15][C:16]([CH:19]2[CH2:24][CH2:23][N:22](C(OC(C)(C)C)=O)[CH2:21][CH:20]2[O:32][CH2:33][C:34]2[CH:43]=[CH:42][C:41]3[C:36](=[CH:37][CH:38]=[CH:39][CH:40]=3)[CH:35]=2)=[N:17][CH:18]=1)[C:2]1[CH:7]=[CH:6][CH:5]=[CH:4][CH:3]=1.[F:44][C:45]([F:50])([F:49])[C:46]([OH:48])=[O:47]. Product: [F:44][C:45]([F:50])([F:49])[C:46]([OH:48])=[O:47].[CH2:1]([O:8][CH2:9][CH2:10][CH2:11][O:12][C:13]1[CH:14]=[N:15][C:16]([CH:19]2[CH2:24][CH2:23][NH:22][CH2:21][CH:20]2[O:32][CH2:33][C:34]2[CH:43]=[CH:42][C:41]3[C:36](=[CH:37][CH:38]=[CH:39][CH:40]=3)[CH:35]=2)=[N:17][CH:18]=1)[C:2]1[CH:7]=[CH:6][CH:5]=[CH:4][CH:3]=1. The catalyst class is: 2. (3) Reactant: Br[CH2:2][C:3]1[CH:4]=[C:5]([CH:10]=[CH:11][CH:12]=1)[C:6]([O:8][CH3:9])=[O:7].[C:13]([O:17][P:18]([O-:25])([O:20][C:21]([CH3:24])([CH3:23])[CH3:22])=[O:19])([CH3:16])([CH3:15])[CH3:14].C([N+](CCCC)(CCCC)CCCC)CCC.O.CO.C(O)(C(F)(F)F)=O. Product: [C:21]([O:20][P:18]([O:25][CH2:2][C:3]1[CH:4]=[C:5]([CH:10]=[CH:11][CH:12]=1)[C:6]([O:8][CH3:9])=[O:7])([O:17][C:13]([CH3:16])([CH3:15])[CH3:14])=[O:19])([CH3:24])([CH3:23])[CH3:22]. The catalyst class is: 215. (4) Reactant: [N+:1]([C:4]1[CH:9]=[C:8]([N+:10]([O-])=O)[CH:7]=[CH:6][C:5]=1[S:13]([N:16]1[CH2:21][CH2:20][N:19]([C:22]2[CH:27]=[CH:26][C:25]([C:28]([OH:37])([C:33]([F:36])([F:35])[F:34])[C:29]([F:32])([F:31])[F:30])=[CH:24][CH:23]=2)[CH2:18][CH2:17]1)(=[O:15])=[O:14])([O-])=O.CC1C=C2N=C3C(=NC(NC3=O)=O)N(C[C@H](O)[C@H](O)[C@H](O)CO)C2=CC=1C.O. Product: [NH2:1][C:4]1[CH:9]=[C:8]([NH2:10])[CH:7]=[CH:6][C:5]=1[S:13]([N:16]1[CH2:21][CH2:20][N:19]([C:22]2[CH:27]=[CH:26][C:25]([C:28]([OH:37])([C:29]([F:32])([F:31])[F:30])[C:33]([F:34])([F:35])[F:36])=[CH:24][CH:23]=2)[CH2:18][CH2:17]1)(=[O:15])=[O:14]. The catalyst class is: 14. (5) The catalyst class is: 2. Product: [Cl:28][C:17]1[CH:18]=[N:19][C:20]2[C:25]([C:16]=1[N:13]1[CH2:12][CH2:11][CH:10]([CH2:9][CH2:8][NH2:7])[CH2:15][CH2:14]1)=[CH:24][C:23]([O:26][CH3:27])=[CH:22][CH:21]=2. Reactant: C(OC(=O)[NH:7][CH2:8][CH2:9][CH:10]1[CH2:15][CH2:14][N:13]([C:16]2[C:25]3[C:20](=[CH:21][CH:22]=[C:23]([O:26][CH3:27])[CH:24]=3)[N:19]=[CH:18][C:17]=2[Cl:28])[CH2:12][CH2:11]1)(C)(C)C.C(O)(C(F)(F)F)=O. (6) Reactant: [CH3:1][O:2][C:3](=[O:33])[C:4]1[CH:9]=[CH:8][C:7]([NH:10][C:11]2[N:12]=[CH:13][C:14]3[N:20]([CH3:21])[C:19](=[O:22])[CH:18]([CH3:23])[CH2:17][N:16]([CH:24]4[CH2:29][CH2:28][CH2:27][CH2:26][CH2:25]4)[C:15]=3[N:30]=2)=[C:6]([O:31][CH3:32])[CH:5]=1.I[CH3:35].[H-].[Na+]. Product: [CH3:1][O:2][C:3](=[O:33])[C:4]1[CH:9]=[CH:8][C:7]([N:10]([C:11]2[N:12]=[CH:13][C:14]3[N:20]([CH3:21])[C:19](=[O:22])[CH:18]([CH3:23])[CH2:17][N:16]([CH:24]4[CH2:25][CH2:26][CH2:27][CH2:28][CH2:29]4)[C:15]=3[N:30]=2)[CH3:35])=[C:6]([O:31][CH3:32])[CH:5]=1. The catalyst class is: 9. (7) Reactant: [CH3:1][CH:2]([CH3:18])[CH2:3][N:4]1[C:16]2[C:15]3[N:14]=[CH:13][CH:12]=[CH:11][C:10]=3[N:9]=[C:8]([NH2:17])[C:7]=2[N:6]=[CH:5]1.O.[CH2:20]([S:22]([OH:25])(=[O:24])=[O:23])[CH3:21].CC(OC)(C)C. Product: [OH2:23].[CH2:20]([S:22]([OH:25])(=[O:24])=[O:23])[CH3:21].[CH3:1][CH:2]([CH3:18])[CH2:3][N:4]1[C:16]2[C:15]3[N:14]=[CH:13][CH:12]=[CH:11][C:10]=3[N:9]=[C:8]([NH2:17])[C:7]=2[N:6]=[CH:5]1. The catalyst class is: 32. (8) Reactant: C(NC(C)C)(C)C.C([N:10]([CH2:21][CH3:22])[C:11](=[O:20])[C:12]1[CH:17]=[CH:16][CH:15]=[C:14]([CH3:18])[C:13]=1[CH3:19])C.C(C[CH2:26][N:27]1[CH2:31][CH2:30][C@@H:29]([OH:32])[CH2:28]1)#N.O. Product: [OH:32][C@@H:29]1[CH2:30][CH2:31][N:27]([CH2:26][CH2:22][C:21]2[NH:10][C:11](=[O:20])[C:12]3[C:13]([CH:19]=2)=[C:14]([CH3:18])[CH:15]=[CH:16][CH:17]=3)[CH2:28]1. The catalyst class is: 7.